Dataset: Catalyst prediction with 721,799 reactions and 888 catalyst types from USPTO. Task: Predict which catalyst facilitates the given reaction. (1) Reactant: [NH:1]1[C:9]2[C:4](=[CH:5][C:6]([C:10]([OH:12])=[O:11])=[CH:7][CH:8]=2)[CH:3]=[CH:2]1.C(NC(=NC(C)C)O[C:19]([CH3:22])([CH3:21])[CH3:20])(C)C. Product: [NH:1]1[C:9]2[C:4](=[CH:5][C:6]([C:10]([O:12][C:19]([CH3:22])([CH3:21])[CH3:20])=[O:11])=[CH:7][CH:8]=2)[CH:3]=[CH:2]1. The catalyst class is: 1. (2) Reactant: ON1C2C=CC=CC=2N=N1.Cl.CN(C)CCCN=C=NCC.Cl.[CH3:24][NH:25][O:26][CH3:27].C(N(CC)CC)C.[CH2:35]([O:37][C:38]1[CH:39]=[C:40]([C:47]2[S:48][CH:49]=[C:50]([CH2:52][CH2:53][C:54]([OH:56])=O)[N:51]=2)[CH:41]=[CH:42][C:43]=1[O:44][CH2:45][CH3:46])[CH3:36]. Product: [CH2:35]([O:37][C:38]1[CH:39]=[C:40]([C:47]2[S:48][CH:49]=[C:50]([CH2:52][CH2:53][C:54]([N:25]([O:26][CH3:27])[CH3:24])=[O:56])[N:51]=2)[CH:41]=[CH:42][C:43]=1[O:44][CH2:45][CH3:46])[CH3:36]. The catalyst class is: 46. (3) The catalyst class is: 11. Reactant: [Br:1][C:2]1[CH:11]=[CH:10][C:5]([C:6]([O:8][CH3:9])=O)=[CH:4][CH:3]=1.COC1C=CC(P2(SP(C3C=CC(OC)=CC=3)(=S)S2)=[S:21])=CC=1. Product: [Br:1][C:2]1[CH:11]=[CH:10][C:5]([C:6](=[S:21])[O:8][CH3:9])=[CH:4][CH:3]=1. (4) The catalyst class is: 80. Reactant: [CH2:1]([O:8][CH2:9][CH2:10][CH2:11][C@H:12]([N:21]1[C:25](I)=[C:24]([CH:27]2[CH2:30][CH:29]([CH2:31][C:32]([CH3:35])([CH3:34])[CH3:33])[CH2:28]2)[N:23]=[N:22]1)[CH2:13][C:14]([O:16][C:17]([CH3:20])([CH3:19])[CH3:18])=[O:15])[C:2]1[CH:7]=[CH:6][CH:5]=[CH:4][CH:3]=1.[CH:36]1(B2OC(C)(C)C(C)(C)O2)[CH2:38][CH2:37]1.[F-].[Cs+]. Product: [CH2:1]([O:8][CH2:9][CH2:10][CH2:11][C@H:12]([N:21]1[C:25]([CH:36]2[CH2:38][CH2:37]2)=[C:24]([CH:27]2[CH2:30][CH:29]([CH2:31][C:32]([CH3:35])([CH3:34])[CH3:33])[CH2:28]2)[N:23]=[N:22]1)[CH2:13][C:14]([O:16][C:17]([CH3:20])([CH3:19])[CH3:18])=[O:15])[C:2]1[CH:7]=[CH:6][CH:5]=[CH:4][CH:3]=1. (5) Reactant: [CH:1]1[C:6]([OH:7])=[CH:5][CH:4]=[C:3]([CH3:8])[CH:2]=1.[H-].[Na+].Cl[C:12]1[C:17]([C:18]#[N:19])=[CH:16][N:15]=[CH:14][N:13]=1. Product: [C:3]1([CH3:8])[CH:4]=[CH:5][C:6]([O:7][C:12]2[C:17]([C:18]#[N:19])=[CH:16][N:15]=[CH:14][N:13]=2)=[CH:1][CH:2]=1. The catalyst class is: 16. (6) Product: [C:1]([C:5]1[CH:9]=[C:8]([NH:10][C:11]([NH:13][CH:14]2[CH2:19][CH2:18][CH:17]([O:20][C:21]3[CH:22]=[CH:23][C:24]4[N:25]([C:27]([N:30]5[C@H:31]([CH3:37])[CH2:32][CH2:33][CH2:34][C@@H:35]5[CH3:36])=[N:28][N:29]=4)[CH:26]=3)[CH2:16][CH2:15]2)=[O:12])[N:7]([C:38]2[CH:39]=[N:40][N:41]([CH2:43][CH2:44][O:45][S:47]([CH3:46])(=[O:49])=[O:48])[CH:42]=2)[N:6]=1)([CH3:3])([CH3:4])[CH3:2]. Reactant: [C:1]([C:5]1[CH:9]=[C:8]([NH:10][C:11]([NH:13][CH:14]2[CH2:19][CH2:18][CH:17]([O:20][C:21]3[CH:22]=[CH:23][C:24]4[N:25]([C:27]([N:30]5[C@H:35]([CH3:36])[CH2:34][CH2:33][CH2:32][C@@H:31]5[CH3:37])=[N:28][N:29]=4)[CH:26]=3)[CH2:16][CH2:15]2)=[O:12])[N:7]([C:38]2[CH:39]=[N:40][N:41]([CH2:43][CH2:44][OH:45])[CH:42]=2)[N:6]=1)([CH3:4])([CH3:3])[CH3:2].[CH3:46][S:47](Cl)(=[O:49])=[O:48].CCN(C(C)C)C(C)C. The catalyst class is: 2.